This data is from Forward reaction prediction with 1.9M reactions from USPTO patents (1976-2016). The task is: Predict the product of the given reaction. Given the reactants [C:1]1([OH:7])[CH:6]=[CH:5][CH:4]=[CH:3][CH:2]=1.Cl.Cl[C:10]1[CH:15]=[CH:14][N:13]=[CH:12][CH:11]=1.[OH-].[Na+], predict the reaction product. The product is: [O:7]([C:10]1[CH:15]=[CH:14][N:13]=[CH:12][CH:11]=1)[C:1]1[CH:6]=[CH:5][CH:4]=[CH:3][CH:2]=1.